From a dataset of Full USPTO retrosynthesis dataset with 1.9M reactions from patents (1976-2016). Predict the reactants needed to synthesize the given product. (1) The reactants are: C1(O)C=CC=CC=1.[Cl:8][C:9]1[C:14]([OH:15])=[C:13]([Cl:16])[C:12](Cl)=[C:11]([Cl:18])[C:10]=1Cl. Given the product [Cl:8][C:9]1[CH:10]=[C:11]([Cl:18])[CH:12]=[C:13]([Cl:16])[C:14]=1[OH:15], predict the reactants needed to synthesize it. (2) Given the product [NH2:28][C:29]1[CH:30]=[CH:31][C:32]([C:9]2[CH:14]=[N:13][C:12]([O:15][CH:16]3[CH2:17][CH2:18][CH:19]([C:22]([O:24][CH2:25][CH3:26])=[O:23])[CH2:20][CH2:21]3)=[CH:11][CH:10]=2)=[N:33][CH:34]=1, predict the reactants needed to synthesize it. The reactants are: CC1(C)C(C)(C)OB([C:9]2[CH:10]=[CH:11][C:12]([O:15][CH:16]3[CH2:21][CH2:20][CH:19]([C:22]([O:24][CH2:25][CH3:26])=[O:23])[CH2:18][CH2:17]3)=[N:13][CH:14]=2)O1.[NH2:28][C:29]1[CH:30]=[CH:31][C:32](Br)=[N:33][CH:34]=1.C([O-])([O-])=O.[Na+].[Na+]. (3) Given the product [N:17]1[C:24]([NH2:25])=[N:23][C:21]([NH2:22])=[N:20][C:18]=1[NH2:19].[NH2:16][CH2:15][CH2:14][NH:13][CH2:12][CH2:11][NH:10][CH2:9][CH2:8][NH:7][CH2:6][CH2:5][NH:4][CH2:3][CH2:2][NH2:1], predict the reactants needed to synthesize it. The reactants are: [NH2:1][CH2:2][CH2:3][NH:4][CH2:5][CH2:6][NH:7][CH2:8][CH2:9][NH:10][CH2:11][CH2:12][NH:13][CH2:14][CH2:15][NH2:16].[N:17]1[C:24]([NH2:25])=[N:23][C:21]([NH2:22])=[N:20][C:18]=1[NH2:19].[OH-].[Na+]. (4) The reactants are: [N:1]1[CH:6]=[C:5]([C:7]([C:9]2[CH:10]=[C:11]3[C:16](=C(C=C)[CH:18]=2)[N:15]=[CH:14][CH:13]=[N:12]3)=[O:8])[CH:4]=[N:3][CH:2]=1.C[N+]1([O-])CC[O:25]CC1.[CH3:29][C:30]([CH3:32])=[O:31].O. Given the product [OH:31][CH:30]([C:32]1[CH:18]=[C:9]([C:7]([C:5]2[CH:6]=[N:1][CH:2]=[N:3][CH:4]=2)=[O:8])[CH:10]=[C:11]2[C:16]=1[N:15]=[CH:14][CH:13]=[N:12]2)[CH2:29][OH:25], predict the reactants needed to synthesize it.